This data is from TCR-epitope binding with 47,182 pairs between 192 epitopes and 23,139 TCRs. The task is: Binary Classification. Given a T-cell receptor sequence (or CDR3 region) and an epitope sequence, predict whether binding occurs between them. (1) The epitope is KLGGALQAK. The TCR CDR3 sequence is CASRIGNGNTIYF. Result: 1 (the TCR binds to the epitope). (2) The epitope is SLYNTVATL. The TCR CDR3 sequence is CASSLADTDTQYF. Result: 0 (the TCR does not bind to the epitope). (3) The epitope is TLIGDCATV. The TCR CDR3 sequence is CASSDRGNTIYF. Result: 1 (the TCR binds to the epitope). (4) The epitope is ALSKGVHFV. The TCR CDR3 sequence is CSAINREAGELFF. Result: 1 (the TCR binds to the epitope). (5) The epitope is KRWIIMGLNK. The TCR CDR3 sequence is CASRGGQGSTEAFF. Result: 1 (the TCR binds to the epitope). (6) The epitope is HPKVSSEVHI. The TCR CDR3 sequence is CASSSAAPVSMNTEAFF. Result: 0 (the TCR does not bind to the epitope). (7) Result: 0 (the TCR does not bind to the epitope). The TCR CDR3 sequence is CASSRPSPQYNEQFF. The epitope is ISDYDYYRY. (8) Result: 0 (the TCR does not bind to the epitope). The TCR CDR3 sequence is CSASGIRQGADSPLHF. The epitope is RTLNAWVKV. (9) The epitope is RLFRKSNLK. The TCR CDR3 sequence is CAAARTVDEKLFF. Result: 1 (the TCR binds to the epitope).